From a dataset of Full USPTO retrosynthesis dataset with 1.9M reactions from patents (1976-2016). Predict the reactants needed to synthesize the given product. Given the product [Br:1][C:2]1[CH:7]=[CH:6][CH:5]=[C:4]([F:8])[C:3]=1[CH:32]=[O:33], predict the reactants needed to synthesize it. The reactants are: [Br:1][C:2]1[CH:7]=[CH:6][CH:5]=[C:4]([F:8])[CH:3]=1.C([N-]C(C)C)(C)C.[Li+].C([Li])CCC.C(NC(C)C)(C)C.Cl.C1C[O:33][CH2:32]C1.